Dataset: Forward reaction prediction with 1.9M reactions from USPTO patents (1976-2016). Task: Predict the product of the given reaction. Given the reactants [CH2:1]([O:8][N:9]1[C:14]2[N:15]=[CH:16][N:17]=[C:18]([CH3:19])[C:13]=2[C:12](O)=[CH:11][C:10]1=[O:21])[C:2]1[CH:7]=[CH:6][CH:5]=[CH:4][CH:3]=1.C([N:24]([CH2:27][CH3:28])CC)C.[F:29][C:30]([F:43])([F:42])S(OS([C:30]([F:43])([F:42])[F:29])(=O)=O)(=O)=O, predict the reaction product. The product is: [CH2:1]([O:8][N:9]1[C:14]2[N:15]=[CH:16][N:17]=[C:18]([CH3:19])[C:13]=2[C:12]([NH:24][CH2:27][C:28]2[CH:6]=[CH:7][CH:2]=[C:3]([C:30]([F:43])([F:42])[F:29])[CH:4]=2)=[CH:11][C:10]1=[O:21])[C:2]1[CH:7]=[CH:6][CH:5]=[CH:4][CH:3]=1.